This data is from Rat liver microsome stability data. The task is: Regression/Classification. Given a drug SMILES string, predict its absorption, distribution, metabolism, or excretion properties. Task type varies by dataset: regression for continuous measurements (e.g., permeability, clearance, half-life) or binary classification for categorical outcomes (e.g., BBB penetration, CYP inhibition). Dataset: rlm. (1) The molecule is Cc1cccc(C)c1C(=O)Nc1cccc(S(=O)(=O)N2CCCCCC2)c1. The result is 1 (stable in rat liver microsomes). (2) The molecule is Cc1nnc2c3ccccc3nc(N3CCN(c4ccccc4)CC3)n12. The result is 0 (unstable in rat liver microsomes). (3) The molecule is CCCN(C(=O)c1sc2nc3n(c(=O)c2c1C)CCCC3)c1ccccc1C. The result is 1 (stable in rat liver microsomes). (4) The compound is CCOc1cc(NC(=O)C2(NC(=O)c3ccc4c(C5CCCC5)c(-c5ncc(Br)cn5)n(C)c4c3)CCC2)ccc1C=CC(=O)O. The result is 0 (unstable in rat liver microsomes). (5) The drug is C[C@@H]1CCCN1CCCOc1ccc(C(=O)C(C)(C)N2CCOCC2)cc1. The result is 1 (stable in rat liver microsomes). (6) The drug is Oc1c(C(Nc2ccccn2)c2ccccc2)ccc2cccnc12. The result is 1 (stable in rat liver microsomes). (7) The compound is CC(=O)N1CCc2c(sc3c2c(=O)n(-c2ccccc2)c(=O)n3Cc2cccc(C(F)(F)F)c2)C1. The result is 1 (stable in rat liver microsomes).